This data is from Reaction yield outcomes from USPTO patents with 853,638 reactions. The task is: Predict the reaction yield, written as a fraction of the theoretical maximum amount of product (1.0 means a 100% yield; for example, 0.34 means a 34% yield). (1) The yield is 1.00. The reactants are [C:1]([O:5][C:6](=[O:22])[NH:7][C:8]1[CH:9]=[N:10][C:11]([Cl:21])=[CH:12][C:13]=1[C:14]1[CH:19]=[CH:18][CH:17]=[CH:16][C:15]=1[Cl:20])([CH3:4])([CH3:3])[CH3:2].[CH3:23]N(C)C=O.CI. The product is [C:1]([O:5][C:6](=[O:22])[N:7]([C:8]1[CH:9]=[N:10][C:11]([Cl:21])=[CH:12][C:13]=1[C:14]1[CH:19]=[CH:18][CH:17]=[CH:16][C:15]=1[Cl:20])[CH3:23])([CH3:4])([CH3:2])[CH3:3]. No catalyst specified. (2) The reactants are [C:1]1([CH:7]([N:14]2[CH2:17][CH:16]([CH2:18][OH:19])[CH2:15]2)[C:8]2[CH:13]=[CH:12][CH:11]=[CH:10][CH:9]=2)[CH:6]=[CH:5][CH:4]=[CH:3][CH:2]=1.C(N(CC)CC)C.[CH3:27][S:28](Cl)(=[O:30])=[O:29]. The catalyst is C(Cl)Cl. The product is [C:1]1([CH:7]([N:14]2[CH2:17][CH:16]([CH2:18][O:19][S:28]([CH3:27])(=[O:30])=[O:29])[CH2:15]2)[C:8]2[CH:13]=[CH:12][CH:11]=[CH:10][CH:9]=2)[CH:6]=[CH:5][CH:4]=[CH:3][CH:2]=1. The yield is 0.990. (3) The reactants are O[C:2]([C:5]1[CH:10]=[C:9]([O:11][CH3:12])[C:8]([N:13]2[CH2:18][CH2:17][NH:16][CH2:15][CH2:14]2)=[CH:7][C:6]=1[OH:19])([CH3:4])[CH3:3].FC(F)(F)C(O)=O.C([SiH](CC)CC)C. The catalyst is ClCCl. The product is [CH:2]([C:5]1[CH:10]=[C:9]([O:11][CH3:12])[C:8]([N:13]2[CH2:14][CH2:15][NH:16][CH2:17][CH2:18]2)=[CH:7][C:6]=1[OH:19])([CH3:4])[CH3:3]. The yield is 0.990. (4) The reactants are [C:1]([Si:5]([CH3:12])([CH3:11])[O:6][CH2:7][C@@H:8]1[CH2:10][O:9]1)([CH3:4])([CH3:3])[CH3:2].[NH2:13][C:14]1[CH:15]=[CH:16][C:17]2[O:22][CH2:21][C:20](=[O:23])[NH:19][C:18]=2[CH:24]=1. The catalyst is CC#N. The product is [C:1]([Si:5]([CH3:12])([CH3:11])[O:6][CH2:7][C@@H:8]([OH:9])[CH2:10][NH:13][C:14]1[CH:15]=[CH:16][C:17]2[O:22][CH2:21][C:20](=[O:23])[NH:19][C:18]=2[CH:24]=1)([CH3:4])([CH3:3])[CH3:2]. The yield is 0.660. (5) The reactants are [CH3:1][C@@H:2]1[C@H:7]([O:8][CH2:9][CH2:10][S:11]([CH3:14])(=[O:13])=[O:12])[C@H:6]([NH:15][C:16](=[O:22])[O:17][C:18]([CH3:21])([CH3:20])[CH3:19])[CH:5]=[C:4]([C:23]2[CH:28]=[CH:27][N:26]=[CH:25][C:24]=2[N+:29]([O-])=O)[CH2:3]1. The catalyst is CCO.[Pd]. The product is [NH2:29][C:24]1[CH:25]=[N:26][CH:27]=[CH:28][C:23]=1[C@H:4]1[CH2:5][C@@H:6]([NH:15][C:16](=[O:22])[O:17][C:18]([CH3:21])([CH3:20])[CH3:19])[C@@H:7]([O:8][CH2:9][CH2:10][S:11]([CH3:14])(=[O:13])=[O:12])[C@@H:2]([CH3:1])[CH2:3]1. The yield is 0.550. (6) The reactants are Cl[C:2]1[N:7]=[C:6]([O:8][CH3:9])[CH:5]=[CH:4][N:3]=1.[CH2:10]([O:12][C:13]([N:15]1[CH2:20][CH2:19][CH:18]([NH2:21])[CH2:17][CH2:16]1)=[O:14])[CH3:11]. The catalyst is CN1C(=O)CCC1. The product is [CH2:10]([O:12][C:13]([N:15]1[CH2:16][CH2:17][CH:18]([NH:21][C:2]2[N:7]=[C:6]([O:8][CH3:9])[CH:5]=[CH:4][N:3]=2)[CH2:19][CH2:20]1)=[O:14])[CH3:11]. The yield is 0.420.